Dataset: Reaction yield outcomes from USPTO patents with 853,638 reactions. Task: Predict the reaction yield, written as a fraction of the theoretical maximum amount of product (1.0 means a 100% yield; for example, 0.34 means a 34% yield). (1) The reactants are [C:1]([O:5][C:6]([N:8]1[CH2:12][CH2:11][C@@H:10]([C:13]2[CH:18]=[CH:17][CH:16]=[CH:15][CH:14]=2)[C@H:9]1[C:19]([OH:21])=[O:20])=[O:7])([CH3:4])([CH3:3])[CH3:2]. The catalyst is C(O)(=O)C.[Pt]=O. The product is [C:1]([O:5][C:6]([N:8]1[CH2:12][CH2:11][C@@H:10]([CH:13]2[CH2:18][CH2:17][CH2:16][CH2:15][CH2:14]2)[C@H:9]1[C:19]([OH:21])=[O:20])=[O:7])([CH3:4])([CH3:2])[CH3:3]. The yield is 0.970. (2) The reactants are Cl.[NH2:2][C@@H:3]([CH2:17][CH2:18][C:19]1[CH:24]=[CH:23][CH:22]=[CH:21][CH:20]=1)/[CH:4]=[CH:5]/[C:6]([NH:8][C:9]1[CH:14]=[CH:13][C:12]([O:15][CH3:16])=[CH:11][CH:10]=1)=[O:7].CC(OC([N:32]1[CH2:35][CH2:34][C@H:33]1[C:36](O)=[O:37])=O)(C)C.CN([P+](ON1N=NC2C=CC=CC1=2)(N(C)C)N(C)C)C.F[P-](F)(F)(F)(F)F.CCN(C(C)C)C(C)C.[C:75]([OH:81])([C:77]([F:80])([F:79])[F:78])=[O:76]. The catalyst is CN(C=O)C.O. The product is [F:78][C:77]([F:80])([F:79])[C:75]([OH:81])=[O:76].[CH3:16][O:15][C:12]1[CH:13]=[CH:14][C:9]([NH:8][C:6](=[O:7])/[CH:5]=[CH:4]/[C@@H:3]([NH:2][C:36]([C@@H:33]2[CH2:34][CH2:35][NH:32]2)=[O:37])[CH2:17][CH2:18][C:19]2[CH:20]=[CH:21][CH:22]=[CH:23][CH:24]=2)=[CH:10][CH:11]=1. The yield is 0.640. (3) The reactants are [C:1]([O:5][C:6](=[O:27])[NH:7][CH2:8][C:9]1[C:14]([C:15]2[CH:20]=[CH:19][C:18]([Cl:21])=[CH:17][C:16]=2[Cl:22])=[CH:13][N:12]2[C:23]([NH2:26])=[CH:24][N:25]=[C:11]2[CH:10]=1)([CH3:4])([CH3:3])[CH3:2].[O:28]1[CH2:33][CH2:32][CH:31]([C:34](O)=[O:35])[CH2:30][CH2:29]1.CCN(C(C)C)C(C)C.CN(C(ON1N=NC2C=CC=NC1=2)=[N+](C)C)C.F[P-](F)(F)(F)(F)F. The catalyst is CN(C=O)C.CCOC(C)=O. The product is [C:1]([O:5][C:6](=[O:27])[NH:7][CH2:8][C:9]1[C:14]([C:15]2[CH:20]=[CH:19][C:18]([Cl:21])=[CH:17][C:16]=2[Cl:22])=[CH:13][N:12]2[C:23]([NH:26][C:34]([CH:31]3[CH2:32][CH2:33][O:28][CH2:29][CH2:30]3)=[O:35])=[CH:24][N:25]=[C:11]2[CH:10]=1)([CH3:4])([CH3:2])[CH3:3]. The yield is 0.620.